From a dataset of Full USPTO retrosynthesis dataset with 1.9M reactions from patents (1976-2016). Predict the reactants needed to synthesize the given product. (1) The reactants are: [OH:1][C@H:2]([C@@H:13]([OH:24])[C:14]([O:16]N1C(=O)CCC1=O)=O)[C:3]([O:5]N1C(=O)CCC1=O)=O.[NH2:25][CH2:26][CH2:27][O:28][CH2:29][CH2:30][O:31][CH2:32][CH2:33][NH:34][S:35]([C:38]1[CH:43]=[CH:42][CH:41]=[C:40]([CH:44]2[C:53]3[C:48](=[C:49]([Cl:55])[CH:50]=[C:51]([Cl:54])[CH:52]=3)[CH2:47][N:46]([CH3:56])[CH2:45]2)[CH:39]=1)(=[O:37])=[O:36]. Given the product [Cl:54][C:51]1[CH:52]=[C:53]2[C:48](=[C:49]([Cl:55])[CH:50]=1)[CH2:47][N:46]([CH3:56])[CH2:45][CH:44]2[C:40]1[CH:39]=[C:38]([S:35]([NH:34][CH2:33][CH2:32][O:31][CH2:30][CH2:29][O:28][CH2:27][CH2:26][NH:25][C:3](=[O:5])[C@H:2]([OH:1])[C@@H:13]([OH:24])[C:14]([NH:25][CH2:26][CH2:27][O:28][CH2:29][CH2:30][O:31][CH2:32][CH2:33][NH:34][S:35]([C:38]2[CH:43]=[CH:42][CH:41]=[C:40]([CH:44]3[C:53]4[C:48](=[C:49]([Cl:55])[CH:50]=[C:51]([Cl:54])[CH:52]=4)[CH2:47][N:46]([CH3:56])[CH2:45]3)[CH:39]=2)(=[O:37])=[O:36])=[O:16])(=[O:37])=[O:36])[CH:43]=[CH:42][CH:41]=1, predict the reactants needed to synthesize it. (2) Given the product [CH3:33][O:34][C:35](=[O:57])[C@@H:36]([N:44]([CH2:45][C:46]1[CH:51]=[CH:50][C:49]([CH2:52][CH2:53][CH2:54][CH2:55][CH3:56])=[CH:48][CH:47]=1)[C:9](=[O:11])[CH:8]=[CH:7][C:6]1[CH:5]=[CH:4][C:3]([C:2]([F:1])([F:15])[F:14])=[CH:13][CH:12]=1)[CH2:37][C:38]1[CH:43]=[CH:42][CH:41]=[CH:40][CH:39]=1, predict the reactants needed to synthesize it. The reactants are: [F:1][C:2]([F:15])([F:14])[C:3]1[CH:13]=[CH:12][C:6](/[CH:7]=[CH:8]/[C:9]([OH:11])=O)=[CH:5][CH:4]=1.ClC(N(C)C)=C(C)C.CCN(C(C)C)C(C)C.[CH3:33][O:34][C:35](=[O:57])[C@@H:36]([NH:44][CH2:45][C:46]1[CH:51]=[CH:50][C:49]([CH2:52][CH2:53][CH2:54][CH2:55][CH3:56])=[CH:48][CH:47]=1)[CH2:37][C:38]1[CH:43]=[CH:42][CH:41]=[CH:40][CH:39]=1.